From a dataset of Reaction yield outcomes from USPTO patents with 853,638 reactions. Predict the reaction yield, written as a fraction of the theoretical maximum amount of product (1.0 means a 100% yield; for example, 0.34 means a 34% yield). (1) The reactants are [F:1][C:2]1[CH:11]=[CH:10][C:9]([O:12][CH2:13][CH2:14][CH3:15])=[C:8]2[C:3]=1[C:4](=[O:30])[C:5]([C:22]1[CH:27]=[CH:26][C:25]([O:28]C)=[CH:24][CH:23]=1)=[CH:6][N:7]2[CH2:16][C:17]([O:19][CH2:20][CH3:21])=[O:18].ClCCl.B(Br)(Br)Br.O. The catalyst is ClCCl. The product is [F:1][C:2]1[CH:11]=[CH:10][C:9]([O:12][CH2:13][CH2:14][CH3:15])=[C:8]2[C:3]=1[C:4](=[O:30])[C:5]([C:22]1[CH:27]=[CH:26][C:25]([OH:28])=[CH:24][CH:23]=1)=[CH:6][N:7]2[CH2:16][C:17]([O:19][CH2:20][CH3:21])=[O:18]. The yield is 0.570. (2) The yield is 0.260. The catalyst is CN(C=O)C. The product is [Cl:1][C:2]1[C:11]2[C:6](=[CH:7][C:8]([CH2:12][N:13]3[CH2:18][C@@H:17]([CH3:19])[N:16]([CH2:29][CH:30]=[CH:31][C:32]4[S:33][C:34]([Cl:37])=[CH:35][CH:36]=4)[C@@H:15]([CH3:20])[C:14]3=[O:21])=[CH:9][CH:10]=2)[N:5]=[CH:4][CH:3]=1. The reactants are [Cl:1][C:2]1[C:11]2[C:6](=[CH:7][C:8]([CH2:12][N:13]3[CH2:18][CH:17]([CH3:19])[NH:16][C@@H:15]([CH3:20])[C:14]3=[O:21])=[CH:9][CH:10]=2)[N:5]=[CH:4][CH:3]=1.C(=O)([O-])[O-].[K+].[K+].Br[CH2:29][CH:30]=[CH:31][C:32]1[S:33][C:34]([Cl:37])=[CH:35][CH:36]=1. (3) The catalyst is O. The product is [Cl:24][C:12]1[N:7]([C:1]2[CH:6]=[CH:5][CH:4]=[CH:3][CH:2]=2)[C:8](=[O:21])[N:9]([C:15]2[CH:20]=[CH:19][CH:18]=[CH:17][CH:16]=2)[C:10](=[O:14])[CH:11]=1. The reactants are [C:1]1([N:7]2[C:12](=O)[CH2:11][C:10](=[O:14])[N:9]([C:15]3[CH:20]=[CH:19][CH:18]=[CH:17][CH:16]=3)[C:8]2=[O:21])[CH:6]=[CH:5][CH:4]=[CH:3][CH:2]=1.P(Cl)(Cl)([Cl:24])=O. The yield is 0.740. (4) The reactants are [C:1]([O:5][C:6]([N:8]1[CH2:12][CH2:11][C@H:10]([CH:13](C(O)=O)[C:14]([OH:16])=[O:15])[CH2:9]1)=[O:7])([CH3:4])([CH3:3])[CH3:2]. The catalyst is C1(C)C=CC=CC=1.CS(C)=O.CC(OC)(C)C. The product is [C:1]([O:5][C:6]([N:8]1[CH2:12][CH2:11][C@H:10]([CH2:13][C:14]([OH:16])=[O:15])[CH2:9]1)=[O:7])([CH3:4])([CH3:2])[CH3:3]. The yield is 0.920. (5) The reactants are Br[C:2]1[CH:3]=[C:4]2[C:9](=[CH:10][C:11]=1[CH3:12])[N:8]=[CH:7][CH:6]=[CH:5]2.[OH-:13].[K+].O.Cl. The catalyst is C1C=CC(/C=C/C(/C=C/C2C=CC=CC=2)=O)=CC=1.C1C=CC(/C=C/C(/C=C/C2C=CC=CC=2)=O)=CC=1.C1C=CC(/C=C/C(/C=C/C2C=CC=CC=2)=O)=CC=1.[Pd].[Pd].CC(C1C=C(C(C)C)C(C2C=CC=CC=2P(C2CCCCC2)C2CCCCC2)=C(C(C)C)C=1)C.O1CCOCC1. The product is [CH3:12][C:11]1[CH:10]=[C:9]2[C:4]([CH:5]=[CH:6][CH:7]=[N:8]2)=[CH:3][C:2]=1[OH:13]. The yield is 0.950. (6) The reactants are [Br:1][C:2]1[CH:3]=[C:4]([CH2:10][NH2:11])[CH:5]=[C:6]([O:8][CH3:9])[CH:7]=1.[OH-].[Na+].[CH3:14][C:15]([O:18][C:19](O[C:19]([O:18][C:15]([CH3:17])([CH3:16])[CH3:14])=[O:20])=[O:20])([CH3:17])[CH3:16]. The catalyst is C(Cl)Cl.O. The product is [Br:1][C:2]1[CH:3]=[C:4]([CH2:10][NH:11][C:19](=[O:20])[O:18][C:15]([CH3:17])([CH3:16])[CH3:14])[CH:5]=[C:6]([O:8][CH3:9])[CH:7]=1. The yield is 0.740. (7) The reactants are [C:1]([O:5][C:6]([N:8]1[C:17]2[C:12](=[CH:13][C:14]([OH:18])=[CH:15][CH:16]=2)[CH2:11][CH2:10][CH2:9]1)=[O:7])([CH3:4])([CH3:3])[CH3:2].[Br:19][CH2:20][CH2:21][CH2:22][CH2:23][CH2:24]Br. No catalyst specified. The product is [C:1]([O:5][C:6]([N:8]1[C:17]2[C:12](=[CH:13][C:14]([O:18][CH2:24][CH2:23][CH2:22][CH2:21][CH2:20][Br:19])=[CH:15][CH:16]=2)[CH2:11][CH2:10][CH2:9]1)=[O:7])([CH3:4])([CH3:2])[CH3:3]. The yield is 0.630. (8) The reactants are [F:1][C:2]1[CH:18]=[CH:17][C:5]([CH2:6][CH:7]2[CH2:12][CH:11]([C:13]([O:15][CH3:16])=[O:14])[CH2:10][CH2:9][NH:8]2)=[CH:4][CH:3]=1.CCN(C(C)C)C(C)C.[C:28](Cl)(=[O:31])[O:29][CH3:30]. The catalyst is C(Cl)Cl.C(Cl)(=O)OC. The product is [F:1][C:2]1[CH:3]=[CH:4][C:5]([CH2:6][CH:7]2[CH2:12][CH:11]([C:13]([O:15][CH3:16])=[O:14])[CH2:10][CH2:9][N:8]2[C:28]([O:29][CH3:30])=[O:31])=[CH:17][CH:18]=1. The yield is 0.950. (9) The reactants are Cl.[F:2][C:3]1[CH:8]=[CH:7][C:6](CN)=[C:5]([N:11]2[CH:15]=[N:14][CH:13]=[N:12]2)[CH:4]=1.FC1C=CC([C:21]#[N:22])=C(N2C=NC=N2)C=1.Cl. The catalyst is C(O)C.[Pd]. The product is [N:11]1([C:5]2[CH:6]=[CH:7][C:8]([C:21]#[N:22])=[C:3]([F:2])[CH:4]=2)[CH:15]=[N:14][CH:13]=[N:12]1. The yield is 0.990.